Dataset: TCR-epitope binding with 47,182 pairs between 192 epitopes and 23,139 TCRs. Task: Binary Classification. Given a T-cell receptor sequence (or CDR3 region) and an epitope sequence, predict whether binding occurs between them. (1) The epitope is YIFFASFYY. The TCR CDR3 sequence is CSARRGTEAFF. Result: 1 (the TCR binds to the epitope). (2) The epitope is YVLDHLIVV. The TCR CDR3 sequence is CSAGQALYNEQFF. Result: 1 (the TCR binds to the epitope).